This data is from Cav3 T-type calcium channel HTS with 100,875 compounds. The task is: Binary Classification. Given a drug SMILES string, predict its activity (active/inactive) in a high-throughput screening assay against a specified biological target. (1) The compound is o1c2c(C(CCN(CC)CC)c3cc(OC)c(OC)c(OC)c3)c(OC)cc(OC)c2c(CCCCC)cc1=O. The result is 0 (inactive). (2) The molecule is O1C2(C(Nc3ccccc3)CC=C)C(=C(C1C=C2)C(OC)=O)C(OC)=O. The result is 0 (inactive). (3) The molecule is O1\C(=N/CC(OC)=O)C2(N(C(OC(=O)N(CC)CC)=C(C=3C2C2C(CC3)C(=O)N(C2=O)CC(OC)=O)CC)C1=O)Cc1ccccc1. The result is 0 (inactive). (4) The drug is BrC1(Br)C(C1)(C(=O)NC(C(C)(C)C)C)C. The result is 0 (inactive). (5) The molecule is S(c1nc(N)c(c(c1C#N)c1sccc1)C#N)Cc1ccncc1. The result is 0 (inactive). (6) The molecule is FC(F)c1n2ncc(c2nc(C2CC2)c1)C(=O)Nc1c(cccc1)C(OC)=O. The result is 0 (inactive).